Dataset: Reaction yield outcomes from USPTO patents with 853,638 reactions. Task: Predict the reaction yield, written as a fraction of the theoretical maximum amount of product (1.0 means a 100% yield; for example, 0.34 means a 34% yield). (1) The reactants are [C:1]([C:4]([OH:6])=[O:5])([OH:3])=[O:2].O.O.[Cl:9][C:10]1[CH:11]=[C:12]([N:17]2[C:25]3[CH2:24][CH2:23][CH2:22][CH:21]([CH2:26][CH2:27][N:28]4[CH2:33][CH2:32][CH:31]([C:34]5[CH:39]=[CH:38][CH:37]=[CH:36][CH:35]=5)[CH2:30][CH2:29]4)[C:20]=3[CH:19]=[N:18]2)[CH:13]=[CH:14][C:15]=1[Cl:16]. The catalyst is CC(C)=O. The product is [C:4]([OH:6])(=[O:5])[C:1]([OH:3])=[O:2].[Cl:9][C:10]1[CH:11]=[C:12]([N:17]2[C:25]3[CH2:24][CH2:23][CH2:22][CH:21]([CH2:26][CH2:27][N:28]4[CH2:29][CH2:30][CH:31]([C:34]5[CH:35]=[CH:36][CH:37]=[CH:38][CH:39]=5)[CH2:32][CH2:33]4)[C:20]=3[CH:19]=[N:18]2)[CH:13]=[CH:14][C:15]=1[Cl:16]. The yield is 0.740. (2) The reactants are [CH:1]1([C:4]([NH:6][C:7]2[N:8]=[C:9]3[CH:14]=[CH:13][C:12]([O:15][C:16]4[CH:17]=[C:18]([CH:22]=[CH:23][CH:24]=4)[C:19](O)=[O:20])=[N:11][N:10]3[CH:25]=2)=[O:5])[CH2:3][CH2:2]1.[F:26][C:27]([F:36])([F:35])[C:28]1[CH:34]=[CH:33][C:31]([NH2:32])=[CH:30][CH:29]=1.Cl.CN(C)CCCN=C=NCC. The catalyst is CN(C)C1C=CN=CC=1.N1C=CC=CC=1. The product is [CH:1]1([C:4]([NH:6][C:7]2[N:8]=[C:9]3[CH:14]=[CH:13][C:12]([O:15][C:16]4[CH:17]=[C:18]([CH:22]=[CH:23][CH:24]=4)[C:19]([NH:32][C:31]4[CH:33]=[CH:34][C:28]([C:27]([F:26])([F:35])[F:36])=[CH:29][CH:30]=4)=[O:20])=[N:11][N:10]3[CH:25]=2)=[O:5])[CH2:3][CH2:2]1. The yield is 0.420. (3) The reactants are [CH3:1][C:2]1[CH:9]=[CH:8][C:5]([CH:6]=O)=[CH:4][CH:3]=1.[C:10]([O:16][CH3:17])(=[O:15])[CH2:11][C:12]([CH3:14])=[O:13]. The catalyst is C1C=CC=CC=1.N1CCCCC1.C(O)(=O)C. The product is [CH3:1][C:2]1[CH:9]=[CH:8][C:5]([CH:6]=[C:11]([C:12](=[O:13])[CH3:14])[C:10]([O:16][CH3:17])=[O:15])=[CH:4][CH:3]=1. The yield is 0.847. (4) The reactants are [CH2:1]([O:3][C:4](=[O:17])[C:5](Cl)=[N:6][NH:7][C:8]1[CH:13]=[CH:12][C:11]([O:14][CH3:15])=[CH:10][CH:9]=1)[CH3:2].[N:18]1([C:24]2[C:25](=[O:30])[NH:26][CH2:27][CH2:28][CH:29]=2)[CH2:23][CH2:22][O:21][CH2:20][CH2:19]1.C(N(CC)CC)C.O. The catalyst is C(OCC)(=O)C. The product is [CH2:1]([O:3][C:4]([C:5]1[CH:29]2[C:24]([N:18]3[CH2:19][CH2:20][O:21][CH2:22][CH2:23]3)([C:25](=[O:30])[NH:26][CH2:27][CH2:28]2)[N:7]([C:8]2[CH:13]=[CH:12][C:11]([O:14][CH3:15])=[CH:10][CH:9]=2)[N:6]=1)=[O:17])[CH3:2]. The yield is 0.650. (5) The reactants are Cl[C:2]1[N:6]2[CH:7]=[C:8]([F:11])[CH:9]=[CH:10][C:5]2=[N:4][N:3]=1.[CH2:12]1[CH2:18][O:17][CH2:16][CH2:15][NH:14][CH2:13]1. The catalyst is CN1C(=O)CCC1. The product is [F:11][C:8]1[CH:9]=[CH:10][C:5]2[N:6]([C:2]([N:14]3[CH2:13][CH2:12][CH2:18][O:17][CH2:16][CH2:15]3)=[N:3][N:4]=2)[CH:7]=1. The yield is 0.250. (6) The reactants are CO[CH:3]([O:22]C)[C:4]1[CH:9]=[CH:8][C:7]([CH2:10][C@@H:11]([OH:21])[C@H:12]([OH:20])[CH2:13][CH2:14][CH2:15][CH2:16][CH2:17][CH2:18][CH3:19])=[CH:6][CH:5]=1.[C:24](O)(=O)[CH3:25].[C:28]([O-])(O)=O.[Na+]. The catalyst is C1COCC1. The product is [CH2:13]([C@H:12]1[O:20][C:24]([CH3:25])([CH3:28])[O:21][C@@H:11]1[CH2:10][C:7]1[CH:6]=[CH:5][C:4]([CH:3]=[O:22])=[CH:9][CH:8]=1)[CH2:14][CH2:15][CH2:16][CH2:17][CH2:18][CH3:19]. The yield is 0.950. (7) The reactants are [CH2:1]([NH2:3])[CH3:2].F[C:5]1[CH:10]=[C:9](F)[CH:8]=[CH:7][C:6]=1[N+:12]([O-:14])=[O:13].[CH2:15]([OH:22])[C:16]1[CH:21]=[CH:20][CH:19]=[CH:18][CH:17]=1.C(=O)([O-])[O-].[K+].[K+]. The catalyst is S([O-])(O)(=O)=O.C([N+](CCCC)(CCCC)CCCC)CCC.O.C1(C)C=CC=CC=1. The product is [CH2:15]([O:22][C:9]1[CH:8]=[CH:7][C:6]([N+:12]([O-:14])=[O:13])=[C:5]([CH:10]=1)[NH:3][CH2:1][CH3:2])[C:16]1[CH:21]=[CH:20][CH:19]=[CH:18][CH:17]=1. The yield is 0.620.